The task is: Predict the product of the given reaction.. This data is from Forward reaction prediction with 1.9M reactions from USPTO patents (1976-2016). (1) The product is: [CH2:41]([O:40][C:38](=[O:39])[CH2:37][N:16]([CH2:15][C:12]1[CH:11]=[CH:10][C:9]([CH2:8][NH:7][C:6]([O:5][C:1]([CH3:3])([CH3:4])[CH3:2])=[O:28])=[CH:14][CH:13]=1)[CH2:17][CH2:18][CH2:19][CH2:20][N:21]([CH2:22][CH2:23][CH3:24])[CH2:25][CH2:26][CH3:27])[CH3:42]. Given the reactants [C:1]([O:5][C:6](=[O:28])[NH:7][CH2:8][C:9]1[CH:14]=[CH:13][C:12]([CH2:15][NH:16][CH2:17][CH2:18][CH2:19][CH2:20][N:21]([CH2:25][CH2:26][CH3:27])[CH2:22][CH2:23][CH3:24])=[CH:11][CH:10]=1)([CH3:4])([CH3:3])[CH3:2].C(N(CC)CC)C.Br[CH2:37][C:38]([O:40][CH2:41][CH3:42])=[O:39], predict the reaction product. (2) Given the reactants [CH2:1]([O:8][C:9](=[O:35])[NH:10][CH2:11][CH:12]1[CH2:17][CH2:16][CH2:15][CH:14]([NH:18][C:19]([C:21]2[C:22]([C:27]3[C:32](Cl)=[CH:31][N:30]=[CH:29][C:28]=3[Cl:34])=[N:23][O:24][C:25]=2[CH3:26])=[O:20])[CH2:13]1)[C:2]1[CH:7]=[CH:6][CH:5]=[CH:4][CH:3]=1.C[Si]([N-][Si](C)(C)C)(C)C.[K+], predict the reaction product. The product is: [CH2:1]([O:8][C:9](=[O:35])[NH:10][CH2:11][CH:12]1[CH2:17][CH2:16][CH2:15][CH:14]([N:18]2[C:32]3[C:27](=[C:28]([Cl:34])[CH:29]=[N:30][CH:31]=3)[C:22]3=[N:23][O:24][C:25]([CH3:26])=[C:21]3[C:19]2=[O:20])[CH2:13]1)[C:2]1[CH:3]=[CH:4][CH:5]=[CH:6][CH:7]=1. (3) The product is: [C:36]([O:35][CH2:33][CH3:34])(=[O:44])[CH2:37][CH2:38][CH2:39][CH2:40][C:41]([O:20][CH2:19][C@H:17]1[O:16][N:15]=[C:14]([C:11]2[CH:12]=[CH:13][C:8]([C:7]3[CH:6]=[CH:5][C:4]([N:21]4[CH2:25][C@H:24]([CH2:26][N:27]5[CH:31]=[CH:30][N:29]=[N:28]5)[O:23][C:22]4=[O:32])=[CH:3][C:2]=3[F:1])=[CH:9][N:10]=2)[CH2:18]1)=[O:42]. Given the reactants [F:1][C:2]1[CH:3]=[C:4]([N:21]2[CH2:25][C@H:24]([CH2:26][N:27]3[CH:31]=[CH:30][N:29]=[N:28]3)[O:23][C:22]2=[O:32])[CH:5]=[CH:6][C:7]=1[C:8]1[CH:9]=[N:10][C:11]([C:14]2[CH2:18][C@@H:17]([CH2:19][OH:20])[O:16][N:15]=2)=[CH:12][CH:13]=1.[CH2:33]([O:35][C:36](=[O:44])[CH2:37][CH2:38][CH2:39][CH2:40][C:41](O)=[O:42])[CH3:34].Cl.CN(C)CCCN=C=NCC, predict the reaction product. (4) Given the reactants [CH2:1]([C:3]1[C:11]2[O:10][C:9]([C:12]3[CH:17]=[CH:16][C:15]([O:18]C)=[CH:14][CH:13]=3)=[CH:8][C:7]=2[CH:6]=[C:5]([O:20]C)[CH:4]=1)[CH3:2].N1C(=O)CC[C@H]1C(O)=O.Cl.OC1C=C(C(C)C#N)C2OC(C3C=CC(O)=CC=3)=CC=2C=1, predict the reaction product. The product is: [CH2:1]([C:3]1[C:11]2[O:10][C:9]([C:12]3[CH:17]=[CH:16][C:15]([OH:18])=[CH:14][CH:13]=3)=[CH:8][C:7]=2[CH:6]=[C:5]([OH:20])[CH:4]=1)[CH3:2].